From a dataset of Forward reaction prediction with 1.9M reactions from USPTO patents (1976-2016). Predict the product of the given reaction. (1) Given the reactants FC(F)(F)C([NH:5][C:6]1[C:10]([C:11]2[S:12][C:13]([NH:16][C:17](=[O:30])[CH2:18][C:19]3[CH:24]=[CH:23][CH:22]=[C:21]([O:25][CH2:26][CH2:27][CH2:28]Cl)[CH:20]=3)=[N:14][N:15]=2)=[N:9][O:8][N:7]=1)=O.[NH2:33][CH:34]1[CH2:39][CH2:38][N:37](C(OC(C)(C)C)=O)[CH2:36][CH2:35]1.CCO, predict the reaction product. The product is: [NH:37]1[CH2:38][CH2:39][CH:34]([NH:33][CH2:28][CH2:27][CH2:26][O:25][C:21]2[CH:20]=[C:19]([CH2:18][C:17]([NH:16][C:13]3[S:12][C:11]([C:10]4[C:6]([NH2:5])=[N:7][O:8][N:9]=4)=[N:15][N:14]=3)=[O:30])[CH:24]=[CH:23][CH:22]=2)[CH2:35][CH2:36]1. (2) Given the reactants [F:1][C:2]1[CH:7]=[C:6]([CH3:8])[CH:5]=[C:4]([N+:9]([O-:11])=[O:10])[C:3]=1[O:12][CH3:13].C1C(=O)N([Br:21])C(=O)C1, predict the reaction product. The product is: [CH3:13][O:12][C:3]1[C:4]([N+:9]([O-:11])=[O:10])=[CH:5][C:6]([CH2:8][Br:21])=[CH:7][C:2]=1[F:1]. (3) Given the reactants [Br:1][C:2]1[CH:3]=[C:4]([CH:9]=[C:10]([CH:12]=[CH2:13])[CH:11]=1)[C:5]([O:7][CH3:8])=[O:6].ClC1C=CC=C(C(OO)=[O:22])C=1.C(=O)(O)[O-].[Na+], predict the reaction product. The product is: [Br:1][C:2]1[CH:3]=[C:4]([CH:9]=[C:10]([CH:12]2[CH2:13][O:22]2)[CH:11]=1)[C:5]([O:7][CH3:8])=[O:6].